From a dataset of Retrosynthesis with 50K atom-mapped reactions and 10 reaction types from USPTO. Predict the reactants needed to synthesize the given product. (1) The reactants are: CC(C)(C)OC(=O)NCC(=O)NCC(=O)O.CCCCCCCC/C=C\CCCCCCCC(=O)N(CCCCCCCCCCCCCC)[C@]1(N)O[C@H](CO)[C@@H](O)[C@H](O)[C@H]1C(=O)CN. Given the product CCCCCCCC/C=C\CCCCCCCC(=O)N(CCCCCCCCCCCCCC)[C@]1(N)O[C@H](CO)[C@@H](O)[C@H](O)[C@H]1C(=O)CNC(=O)CNC(=O)CNC(=O)OC(C)(C)C, predict the reactants needed to synthesize it. (2) Given the product COC(=O)c1cc(Br)ccc1NC(=O)COc1ccccc1, predict the reactants needed to synthesize it. The reactants are: COC(=O)c1cc(Br)ccc1N.O=C(Cl)COc1ccccc1. (3) Given the product CCOC(=O)[C@@H]1CS[C@@H](C(C)(C)S)C1, predict the reactants needed to synthesize it. The reactants are: CC(C)(S)[C@H]1C[C@H](C(=O)O)CS1.CCO.